Dataset: Full USPTO retrosynthesis dataset with 1.9M reactions from patents (1976-2016). Task: Predict the reactants needed to synthesize the given product. (1) Given the product [Cl:1][C:2]1[CH:3]=[C:4]([S:8]([NH:11][C:12]2[CH:17]=[C:16]([C:31]#[N:32])[N:15]=[C:14]3[S:19][C:20]([CH3:30])=[C:21]([C:22]4[CH:27]=[CH:26][CH:25]=[C:24]([O:28][CH3:29])[CH:23]=4)[C:13]=23)(=[O:10])=[O:9])[CH:5]=[CH:6][CH:7]=1, predict the reactants needed to synthesize it. The reactants are: [Cl:1][C:2]1[CH:3]=[C:4]([S:8]([NH:11][C:12]2[CH:17]=[C:16](Cl)[N:15]=[C:14]3[S:19][C:20]([CH3:30])=[C:21]([C:22]4[CH:27]=[CH:26][CH:25]=[C:24]([O:28][CH3:29])[CH:23]=4)[C:13]=23)(=[O:10])=[O:9])[CH:5]=[CH:6][CH:7]=1.[CH3:31][N:32]1C=CN=C1. (2) Given the product [CH2:1]([C:3]1[CH:19]=[CH:18][C:6]2[CH2:7][CH2:8][N:9]([C:12](=[O:17])[C:13]([F:16])([F:14])[F:15])[CH2:10][CH2:11][C:5]=2[C:4]=1[O:20][S:30]([C:29]([F:42])([F:41])[F:28])(=[O:32])=[O:31])[CH3:2], predict the reactants needed to synthesize it. The reactants are: [CH2:1]([C:3]1[CH:19]=[CH:18][C:6]2[CH2:7][CH2:8][N:9]([C:12](=[O:17])[C:13]([F:16])([F:15])[F:14])[CH2:10][CH2:11][C:5]=2[C:4]=1[OH:20])[CH3:2].C(N(CC)CC)C.[F:28][C:29]([F:42])([F:41])[S:30](O[S:30]([C:29]([F:42])([F:41])[F:28])(=[O:32])=[O:31])(=[O:32])=[O:31].